Dataset: CYP2D6 inhibition data for predicting drug metabolism from PubChem BioAssay. Task: Regression/Classification. Given a drug SMILES string, predict its absorption, distribution, metabolism, or excretion properties. Task type varies by dataset: regression for continuous measurements (e.g., permeability, clearance, half-life) or binary classification for categorical outcomes (e.g., BBB penetration, CYP inhibition). Dataset: cyp2d6_veith. (1) The compound is CCOC(=O)N1CCN(C(=O)CN(C)S(=O)(=O)c2ccc3c(c2)C(C)(C)C(=O)N3C)CC1. The result is 0 (non-inhibitor). (2) The molecule is COc1cccc(Nc2ncc3nc(-c4cn(C)c5ccccc45)c(=O)n(C[C@H]4CCCO4)c3n2)c1. The result is 0 (non-inhibitor). (3) The drug is CC(C)Oc1cccc(-n2c(CCc3c[nH]c4ccc(Br)cc34)nc3ccccc3c2=O)c1. The result is 0 (non-inhibitor). (4) The compound is Cc1ccc(C(=O)c2ccc(CC(=O)[O-])n2C)cc1.O.O.[Na+]. The result is 0 (non-inhibitor). (5) The compound is CCC(=O)N[C@@H]1CCc2cccc(OC)c2C1. The result is 0 (non-inhibitor). (6) The compound is CCCCNc1cc(=O)oc2ccccc12. The result is 0 (non-inhibitor). (7) The drug is Cc1ccc(-n2c(O)c(/C=N/n3cnnc3)c3ccccc3c2=O)cc1. The result is 0 (non-inhibitor). (8) The drug is CCCCCn1nc(-c2ccccc2)c2nc3ccccc3nc21. The result is 0 (non-inhibitor).